Task: Predict the reaction yield, written as a fraction of the theoretical maximum amount of product (1.0 means a 100% yield; for example, 0.34 means a 34% yield).. Dataset: Reaction yield outcomes from USPTO patents with 853,638 reactions (1) The reactants are [F:1][C:2]1[CH:3]=[C:4]([CH:6]=[CH:7][C:8]=1[O:9][C:10]1[CH:15]=[CH:14][N:13]=[C:12]2[CH:16]=[C:17]([C:19]3[N:20]=[CH:21][N:22]([CH2:24][O:25][CH3:26])[CH:23]=3)[S:18][C:11]=12)[NH2:5].[CH3:27][O:28][C:29]1[CH:34]=[CH:33][CH:32]=[CH:31][C:30]=1[NH:35][C:36](=[O:41])[CH2:37][C:38](O)=[O:39].C1C=CC2N(O)N=NC=2C=1.C(Cl)CCl. The catalyst is CN(C=O)C. The product is [F:1][C:2]1[CH:3]=[C:4]([NH:5][C:38](=[O:39])[CH2:37][C:36]([NH:35][C:30]2[CH:31]=[CH:32][CH:33]=[CH:34][C:29]=2[O:28][CH3:27])=[O:41])[CH:6]=[CH:7][C:8]=1[O:9][C:10]1[CH:15]=[CH:14][N:13]=[C:12]2[CH:16]=[C:17]([C:19]3[N:20]=[CH:21][N:22]([CH2:24][O:25][CH3:26])[CH:23]=3)[S:18][C:11]=12. The yield is 0.720. (2) The yield is 0.480. The product is [Cl:24][C:13]1[C:14](=[O:16])[NH:15][C:10]([S:9][CH3:8])=[N:11][CH:12]=1. The reactants are CC(OC(C)=O)=O.[CH3:8][S:9][C:10]1[NH:15][C:14](=[O:16])[CH:13]=[CH:12][N:11]=1.C1C(=O)N([Cl:24])C(=O)C1. The catalyst is CC(O)=O. (3) The reactants are C(OC(=O)[NH:7][CH2:8][C:9]([N:11]1[CH2:16][CH2:15][N:14]([C:17]2[CH:22]=[CH:21][C:20]([O:23][CH3:24])=[C:19]([O:25][CH:26]3[CH2:30][CH2:29][CH2:28][CH2:27]3)[CH:18]=2)[CH2:13][C@@H:12]1[CH2:31][C:32]1[CH:37]=[CH:36][CH:35]=[CH:34][CH:33]=1)=[O:10])(C)(C)C.[ClH:39]. The catalyst is O1CCOCC1. The product is [ClH:39].[NH2:7][CH2:8][C:9]([N:11]1[CH2:16][CH2:15][N:14]([C:17]2[CH:22]=[CH:21][C:20]([O:23][CH3:24])=[C:19]([O:25][CH:26]3[CH2:27][CH2:28][CH2:29][CH2:30]3)[CH:18]=2)[CH2:13][C@@H:12]1[CH2:31][C:32]1[CH:37]=[CH:36][CH:35]=[CH:34][CH:33]=1)=[O:10]. The yield is 0.490. (4) The reactants are [OH-].[Na+].[CH3:3][C:4]([CH3:24])([CH3:23])[C:5](=[O:22])[CH2:6][O:7][C:8]1[CH:21]=[CH:20][C:11]([CH2:12][NH:13]C(=O)C(F)(F)F)=[CH:10][CH:9]=1. The catalyst is CO. The product is [CH3:3][C:4]([CH3:24])([CH3:23])[C:5](=[O:22])[CH2:6][O:7][C:8]1[CH:21]=[CH:20][C:11]([CH2:12][NH2:13])=[CH:10][CH:9]=1. The yield is 0.870. (5) The reactants are C([O:5][C:6](=[O:20])/[CH:7]=[CH:8]/[C:9]1[S:13][C:12]([C:14]([O:16][CH2:17][CH3:18])=[O:15])=[C:11]([CH3:19])[CH:10]=1)(C)(C)C.Cl. The catalyst is CCOC(C)=O. The product is [CH2:17]([O:16][C:14]([C:12]1[S:13][C:9](/[CH:8]=[CH:7]/[C:6]([OH:20])=[O:5])=[CH:10][C:11]=1[CH3:19])=[O:15])[CH3:18]. The yield is 0.990.